This data is from Forward reaction prediction with 1.9M reactions from USPTO patents (1976-2016). The task is: Predict the product of the given reaction. (1) Given the reactants [N+:1]([C:4]1[N:5]=[CH:6][N:7]([CH2:9][CH2:10][C:11]2[CH:16]=[CH:15][CH:14]=[CH:13][CH:12]=2)[CH:8]=1)([O-])=O.[Cl-].[NH4+].CO.[Cl:21][C:22]1[N:27]=[C:26](Cl)[N:25]=[C:24]([Cl:29])[N:23]=1, predict the reaction product. The product is: [Cl:21][C:22]1[N:23]=[C:24]([Cl:29])[N:25]=[C:26]([NH:1][C:4]2[N:5]=[CH:6][N:7]([CH2:9][CH2:10][C:11]3[CH:16]=[CH:15][CH:14]=[CH:13][CH:12]=3)[CH:8]=2)[N:27]=1. (2) Given the reactants [C:1](=[O:4])([O-])[O-:2].[K+].[K+].C1([N:13]2[CH2:21][C:20]3[C:15](=[CH:16][C:17]([N:22]4[CH2:27][CH2:26][N:25]([CH2:28][CH2:29][CH2:30][CH2:31][C:32]5([C:45](=[O:52])[NH:46][CH2:47][C:48]([F:51])([F:50])[F:49])[C:44]6[CH:43]=[CH:42][CH:41]=[CH:40][C:39]=6[C:38]6[C:33]5=[CH:34][CH:35]=[CH:36][CH:37]=6)[CH2:24][CH2:23]4)=CC=3)C2=O)CCCCC1.[C:54](OCC)(=O)[CH3:55], predict the reaction product. The product is: [F:51][C:48]([F:50])([F:49])[CH2:47][NH:46][C:45]([C:32]1([CH2:31][CH2:30][CH2:29][CH2:28][N:25]2[CH2:24][CH2:23][N:22]([C:17]3[CH:16]=[CH:15][C:20]([C:1]([O:2][CH2:54][CH3:55])=[O:4])=[CH:21][N:13]=3)[CH2:27][CH2:26]2)[C:33]2[CH:34]=[CH:35][CH:36]=[CH:37][C:38]=2[C:39]2[C:44]1=[CH:43][CH:42]=[CH:41][CH:40]=2)=[O:52]. (3) Given the reactants CS([O:5][CH2:6][C:7]1[CH:8]=[C:9]([CH:17]=[CH:18][CH:19]=1)[O:10][CH2:11][C:12]([O:14][CH2:15][CH3:16])=[O:13])(=O)=O.[F:20][C:21]1[CH:26]=[CH:25][C:24]([O:27][CH3:28])=[CH:23][C:22]=1[C:29]1[CH:30]=[CH:31][C:32](O)=[N:33][C:34]=1[CH2:35][C:36]([CH3:39])([CH3:38])[CH3:37].C(=O)([O-])[O-].[K+].[K+].O, predict the reaction product. The product is: [F:20][C:21]1[CH:26]=[CH:25][C:24]([O:27][CH3:28])=[CH:23][C:22]=1[C:29]1[CH:30]=[CH:31][C:32]([O:5][CH2:6][C:7]2[CH:8]=[C:9]([CH:17]=[CH:18][CH:19]=2)[O:10][CH2:11][C:12]([O:14][CH2:15][CH3:16])=[O:13])=[N:33][C:34]=1[CH2:35][C:36]([CH3:39])([CH3:38])[CH3:37]. (4) Given the reactants [Br:1][C:2]1[C:11]([OH:12])=[CH:10][CH:9]=[C:8]2[C:3]=1[CH:4]=[CH:5][C:6]([CH2:13][N:14]([CH3:31])[C:15]([C:17]1[C:25]3[C:20](=[CH:21][CH:22]=[CH:23][CH:24]=3)[N:19]([CH3:26])[C:18]=1[CH2:27][CH2:28][CH2:29][CH3:30])=[O:16])=[CH:7]2.Br[CH2:33][C:34]#[N:35].C(=O)([O-])[O-].[K+].[K+], predict the reaction product. The product is: [Br:1][C:2]1[C:11]([O:12][CH2:33][C:34]#[N:35])=[CH:10][CH:9]=[C:8]2[C:3]=1[CH:4]=[CH:5][C:6]([CH2:13][N:14]([CH3:31])[C:15]([C:17]1[C:25]3[C:20](=[CH:21][CH:22]=[CH:23][CH:24]=3)[N:19]([CH3:26])[C:18]=1[CH2:27][CH2:28][CH2:29][CH3:30])=[O:16])=[CH:7]2. (5) Given the reactants [O:1]=[C:2]([C@@:16]1([OH:57])[CH2:33][C@H:32]([O:34][C@@H:35]2[O:49][C@@H:48]([CH3:50])[C@H:38]3[O:39][C@H:40]4[N:45]([C@H:37]3[CH2:36]2)[CH2:44][CH2:43][O:42][C@@H:41]4[O:46][CH3:47])[C:31]2[C:18](=[C:19]([OH:56])[C:20]3[C:21](=[O:55])[C:22]4[C:27]([C:28](=[O:52])[C:29]=3[C:30]=2[OH:51])=[C:26]([O:53][CH3:54])[CH:25]=[CH:24][CH:23]=4)[CH2:17]1)[CH2:3][O:4][C:5]1([O:11][CH2:12][C:13]([OH:15])=[O:14])[CH2:10][CH2:9][CH2:8][CH2:7][CH2:6]1.O[N:59]1[C:63](=[O:64])[CH2:62][CH2:61][C:60]1=[O:65].C1(N=C=NC2CCCCC2)CCCCC1, predict the reaction product. The product is: [O:1]=[C:2]([C@@:16]1([OH:57])[CH2:33][C@H:32]([O:34][C@@H:35]2[O:49][C@@H:48]([CH3:50])[C@H:38]3[O:39][C@H:40]4[N:45]([C@H:37]3[CH2:36]2)[CH2:44][CH2:43][O:42][C@@H:41]4[O:46][CH3:47])[C:31]2[C:18](=[C:19]([OH:56])[C:20]3[C:21](=[O:55])[C:22]4[C:27]([C:28](=[O:52])[C:29]=3[C:30]=2[OH:51])=[C:26]([O:53][CH3:54])[CH:25]=[CH:24][CH:23]=4)[CH2:17]1)[CH2:3][O:4][C:5]1([O:11][CH2:12][C:13]([O:15][N:59]2[C:63](=[O:64])[CH2:62][CH2:61][C:60]2=[O:65])=[O:14])[CH2:10][CH2:9][CH2:8][CH2:7][CH2:6]1. (6) Given the reactants [CH:1]1[CH:9]=[CH:8][CH:7]=[C:6]2[C:2]=1[CH:3]=[C:4]1[CH2:13][CH2:12][C:11](=[O:14])[CH2:10][N:5]12.[BH4-].[Na+].[NH4+].[Cl-], predict the reaction product. The product is: [CH:1]1[CH:9]=[CH:8][CH:7]=[C:6]2[C:2]=1[CH:3]=[C:4]1[CH2:13][CH2:12][CH:11]([OH:14])[CH2:10][N:5]12. (7) Given the reactants [CH3:1][C:2]1[C:3]([Br:11])=[C:4]([C:6]([Br:10])=[CH:7][C:8]=1[Br:9])[NH2:5].[Br:12][CH2:13][C:14](Cl)=[O:15], predict the reaction product. The product is: [Br:12][CH2:13][C:14]([NH:5][C:4]1[C:6]([Br:10])=[CH:7][C:8]([Br:9])=[C:2]([CH3:1])[C:3]=1[Br:11])=[O:15].